The task is: Predict the reaction yield, written as a fraction of the theoretical maximum amount of product (1.0 means a 100% yield; for example, 0.34 means a 34% yield).. This data is from Reaction yield outcomes from USPTO patents with 853,638 reactions. (1) The reactants are N1C=CC=CC=1.[CH2:7]([N:14]1[CH2:19][C@@H:18]([CH2:20][C:21]2[CH:26]=[CH:25][CH:24]=[CH:23][CH:22]=2)[NH:17][CH2:16][C@H:15]1[CH3:27])[C:8]1[CH:13]=[CH:12][CH:11]=[CH:10][CH:9]=1.Cl[C:29]([O:31][CH3:32])=[O:30]. The catalyst is C(Cl)Cl. The product is [CH2:20]([C@@H:18]1[CH2:19][N:14]([CH2:7][C:8]2[CH:9]=[CH:10][CH:11]=[CH:12][CH:13]=2)[C@H:15]([CH3:27])[CH2:16][N:17]1[C:29]([O:31][CH3:32])=[O:30])[C:21]1[CH:26]=[CH:25][CH:24]=[CH:23][CH:22]=1. The yield is 0.490. (2) The reactants are [Cl:1][C:2]1[CH:3]=[CH:4][C:5]([O:24][CH3:25])=[C:6]([C:8]2[C:17]([CH2:18]O)=[C:16]3[C:11]([NH:12][C:13]([CH3:23])([CH3:22])[C:14](=[O:21])[N:15]3[CH3:20])=[CH:10][CH:9]=2)[CH:7]=1.C(N(CC)CC)C.CS([Cl:37])(=O)=O.C(OCC)(=O)C. The catalyst is ClCCl. The product is [Cl:1][C:2]1[CH:3]=[CH:4][C:5]([O:24][CH3:25])=[C:6]([C:8]2[C:17]([CH2:18][Cl:37])=[C:16]3[C:11]([NH:12][C:13]([CH3:22])([CH3:23])[C:14](=[O:21])[N:15]3[CH3:20])=[CH:10][CH:9]=2)[CH:7]=1. The yield is 0.810. (3) The reactants are COC(=O)NC(C(N1CCCC1C1NC(C2C=CC(Br)=CC=2)=CN=1)=O)C(C)C.C(OC([N:36]1[CH2:40][CH2:39][CH2:38][CH:37]1[C:41]1[NH:45][C:44]2[CH:46]=[C:47]([Br:50])[CH:48]=[CH:49][C:43]=2[N:42]=1)=O)(C)(C)C. No catalyst specified. The product is [Br:50][C:47]1[CH:48]=[CH:49][C:43]2[N:42]=[C:41]([CH:37]3[CH2:38][CH2:39][CH2:40][NH:36]3)[NH:45][C:44]=2[CH:46]=1. The yield is 0.660. (4) The reactants are [Cl-].[Li+].BrCCBr.I[CH:8]1[CH2:11][N:10]([C:12]([O:14][C:15]([CH3:18])([CH3:17])[CH3:16])=[O:13])[CH2:9]1.[Cl:19][C:20]1[C:21]([F:33])=[C:22](I)[C:23]([O:29][CH2:30][CH3:31])=[C:24]([C:26](=[O:28])[CH3:27])[CH:25]=1. The catalyst is O1CCCC1.[Zn].C([O-])(=O)C.[Pd+2].C([O-])(=O)C.Cl[Si](C)(C)C.II.C1(P(C2CCCCC2)C2C=CC=CC=2C2C(N(C)C)=CC=CC=2N(C)C)CCCCC1.C1(C)C=CC=CC=1. The product is [C:26]([C:24]1[C:23]([O:29][CH2:30][CH3:31])=[C:22]([CH:8]2[CH2:11][N:10]([C:12]([O:14][C:15]([CH3:18])([CH3:17])[CH3:16])=[O:13])[CH2:9]2)[C:21]([F:33])=[C:20]([Cl:19])[CH:25]=1)(=[O:28])[CH3:27]. The yield is 0.450. (5) The reactants are [CH3:1][O:2][C:3](=[O:14])[CH2:4][C:5]1[C:13]2[C:8](=[CH:9][CH:10]=[CH:11][CH:12]=2)[NH:7][CH:6]=1.[H-].[Na+].[CH3:17]I.Cl. The yield is 0.650. The catalyst is CN(C)C=O.O. The product is [CH3:1][O:2][C:3](=[O:14])[CH2:4][C:5]1[C:13]2[C:8](=[CH:9][CH:10]=[CH:11][CH:12]=2)[N:7]([CH3:17])[CH:6]=1.